This data is from NCI-60 drug combinations with 297,098 pairs across 59 cell lines. The task is: Regression. Given two drug SMILES strings and cell line genomic features, predict the synergy score measuring deviation from expected non-interaction effect. (1) Drug 1: C1=CC(=CC=C1C#N)C(C2=CC=C(C=C2)C#N)N3C=NC=N3. Drug 2: C1CCC(C(C1)N)N.C(=O)(C(=O)[O-])[O-].[Pt+4]. Cell line: 786-0. Synergy scores: CSS=19.3, Synergy_ZIP=-5.99, Synergy_Bliss=-2.46, Synergy_Loewe=-2.92, Synergy_HSA=-1.68. (2) Drug 1: CC12CCC(CC1=CCC3C2CCC4(C3CC=C4C5=CN=CC=C5)C)O. Drug 2: C(CC(=O)O)C(=O)CN.Cl. Cell line: TK-10. Synergy scores: CSS=4.63, Synergy_ZIP=4.37, Synergy_Bliss=0.212, Synergy_Loewe=-1.98, Synergy_HSA=-0.825. (3) Drug 1: CC(C)(C#N)C1=CC(=CC(=C1)CN2C=NC=N2)C(C)(C)C#N. Drug 2: CCC1=C2CN3C(=CC4=C(C3=O)COC(=O)C4(CC)O)C2=NC5=C1C=C(C=C5)O. Cell line: NCIH23. Synergy scores: CSS=9.14, Synergy_ZIP=-1.57, Synergy_Bliss=4.82, Synergy_Loewe=-23.5, Synergy_HSA=-1.80. (4) Drug 1: C1=CC(=C2C(=C1NCCNCCO)C(=O)C3=C(C=CC(=C3C2=O)O)O)NCCNCCO. Drug 2: C(CN)CNCCSP(=O)(O)O. Cell line: SR. Synergy scores: CSS=80.9, Synergy_ZIP=7.06, Synergy_Bliss=6.94, Synergy_Loewe=6.90, Synergy_HSA=8.69. (5) Drug 1: CCCS(=O)(=O)NC1=C(C(=C(C=C1)F)C(=O)C2=CNC3=C2C=C(C=N3)C4=CC=C(C=C4)Cl)F. Drug 2: CCCS(=O)(=O)NC1=C(C(=C(C=C1)F)C(=O)C2=CNC3=C2C=C(C=N3)C4=CC=C(C=C4)Cl)F. Cell line: SR. Synergy scores: CSS=24.6, Synergy_ZIP=-5.95, Synergy_Bliss=-4.89, Synergy_Loewe=-18.5, Synergy_HSA=-2.97. (6) Drug 1: C1=NC2=C(N1)C(=S)N=CN2. Drug 2: CC12CCC3C(C1CCC2OP(=O)(O)O)CCC4=C3C=CC(=C4)OC(=O)N(CCCl)CCCl.[Na+]. Cell line: OVCAR-8. Synergy scores: CSS=21.1, Synergy_ZIP=-7.32, Synergy_Bliss=1.84, Synergy_Loewe=-11.1, Synergy_HSA=2.37.